This data is from Reaction yield outcomes from USPTO patents with 853,638 reactions. The task is: Predict the reaction yield, written as a fraction of the theoretical maximum amount of product (1.0 means a 100% yield; for example, 0.34 means a 34% yield). (1) The reactants are C([O:5][CH2:6][CH:7]1[N:11]([C:12]2[CH:19]=[CH:18][C:15]([C:16]#[N:17])=[C:14]([Cl:20])[CH:13]=2)[C:10](=[O:21])[C:9]([CH3:23])([CH3:22])[C:8]1=[O:24])(C)(C)C.FC(F)(F)C(O)=O.C(=O)([O-])O.[Na+]. The catalyst is O. The product is [Cl:20][C:14]1[CH:13]=[C:12]([N:11]2[CH:7]([CH2:6][OH:5])[C:8](=[O:24])[C:9]([CH3:22])([CH3:23])[C:10]2=[O:21])[CH:19]=[CH:18][C:15]=1[C:16]#[N:17]. The yield is 0.870. (2) The reactants are [Cl:1][C:2]1[CH:7]=[C:6](I)[C:5]([Cl:9])=[CH:4][N:3]=1.[NH2:10][C:11]1[CH:18]=[C:17]([Cl:19])[CH:16]=[CH:15][C:12]=1[C:13]#[N:14].[O-]P(OP(OP([O-])([O-])=O)([O-])=O)(=O)[O-].[K+].[K+].[K+].[K+].[K+].C1C=CC(P(C2C(OC3C(P(C4C=CC=CC=4)C4C=CC=CC=4)=CC=CC=3)=CC=CC=2)C2C=CC=CC=2)=CC=1. The catalyst is O1CCOCC1.C([O-])(=O)C.[Pd+2].C([O-])(=O)C. The product is [Cl:19][C:17]1[CH:16]=[CH:15][C:12]([C:13]#[N:14])=[C:11]([NH:10][C:6]2[C:5]([Cl:9])=[CH:4][N:3]=[C:2]([Cl:1])[CH:7]=2)[CH:18]=1. The yield is 0.571. (3) The reactants are [CH:1]1([NH:6][C:7]2[N:12]=[C:11]([C:13]3[C:14]([C:30]4[CH:35]=[CH:34][C:33]([F:36])=[CH:32][CH:31]=4)=[N:15][N:16]4[CH:21]=[C:20]([NH:22]C(=O)OC(C)(C)C)[CH:19]=[CH:18][C:17]=34)[CH:10]=[CH:9][N:8]=2)[CH2:5][CH2:4][CH2:3][CH2:2]1.[ClH:37]. The catalyst is ClCCl.CCOCC. The product is [ClH:37].[ClH:37].[CH:1]1([NH:6][C:7]2[N:12]=[C:11]([C:13]3[C:14]([C:30]4[CH:31]=[CH:32][C:33]([F:36])=[CH:34][CH:35]=4)=[N:15][N:16]4[CH:21]=[C:20]([NH2:22])[CH:19]=[CH:18][C:17]=34)[CH:10]=[CH:9][N:8]=2)[CH2:5][CH2:4][CH2:3][CH2:2]1. The yield is 0.270. (4) The reactants are Br[C:2]1[CH:7]=[CH:6][C:5]([C:8]([N:10]2[CH2:15][CH2:14][N:13]([CH3:16])[CH2:12][CH2:11]2)=[O:9])=[CH:4][C:3]=1[F:17].[B:18]1(B2OC(C)(C)C(C)(C)O2)[O:22]C(C)(C)C(C)(C)[O:19]1.CC([O-])=O.[K+]. The catalyst is O1CCOCC1.C1C=CC(P(C2C=CC=CC=2)[C-]2C=CC=C2)=CC=1.C1C=CC(P(C2C=CC=CC=2)[C-]2C=CC=C2)=CC=1.[Fe+2]. The product is [F:17][C:3]1[CH:4]=[C:5]([C:8]([N:10]2[CH2:15][CH2:14][N:13]([CH3:16])[CH2:12][CH2:11]2)=[O:9])[CH:6]=[CH:7][C:2]=1[B:18]([OH:22])[OH:19]. The yield is 0.550. (5) The reactants are [NH2:1][C@@H:2]([CH2:33][C:34]1[CH:39]=[CH:38][CH:37]=[CH:36][CH:35]=1)[CH2:3][C@H:4]([OH:32])[C@@H:5]([NH:19][C:20]([C@@H:22]([NH:27][C:28](=[O:31])[O:29][CH3:30])[C:23]([CH3:26])([CH3:25])[CH3:24])=[O:21])[CH2:6][C:7]1[CH:12]=[CH:11][C:10]([C:13]2[CH:18]=[CH:17][CH:16]=[CH:15][N:14]=2)=[CH:9][CH:8]=1.[CH3:40][O:41][C:42]([NH:44][C@@H:45]([C:49]([CH3:53])([S:51][CH3:52])[CH3:50])[C:46](O)=[O:47])=[O:43].CCOP(ON1N=NC2C=CC=CC=2C1=O)(OCC)=O.C(N(CC)C(C)C)(C)C. The catalyst is C1COCC1. The product is [CH3:40][O:41][C:42](=[O:43])[NH:44][C@@H:45]([C:49]([CH3:50])([S:51][CH3:52])[CH3:53])[C:46](=[O:47])[NH:1][C@@H:2]([CH2:33][C:34]1[CH:35]=[CH:36][CH:37]=[CH:38][CH:39]=1)[CH2:3][C@H:4]([OH:32])[C@H:5]([CH2:6][C:7]1[CH:12]=[CH:11][C:10]([C:13]2[CH:18]=[CH:17][CH:16]=[CH:15][N:14]=2)=[CH:9][CH:8]=1)[NH:19][C:20](=[O:21])[C@H:22]([C:23]([CH3:25])([CH3:26])[CH3:24])[NH:27][C:28](=[O:31])[O:29][CH3:30]. The yield is 0.690. (6) The reactants are [O:1]=[C:2]1[C:7]([CH2:8][C:9]2[CH:14]=[CH:13][C:12]([C:15]3[C:16]([C:21]#[N:22])=[CH:17][CH:18]=[CH:19][CH:20]=3)=[CH:11][CH:10]=2)=[C:6]([CH2:23][CH2:24][CH3:25])[N:5]2[N:26]=[CH:27][N:28]=[C:4]2[NH:3]1.[C:29]([O:32][CH2:33][C:34]([CH3:46])([CH3:45])[O:35][C:36]1[CH:41]=[CH:40][C:39](B(O)O)=[CH:38][CH:37]=1)(=[O:31])[CH3:30].N1C=CC=CC=1.C(N(CC)CC)C. The catalyst is C([O-])(=O)C.[Cu+2].C([O-])(=O)C.C(OCC)(=O)C.O1CCCC1. The product is [C:29]([O:32][CH2:33][C:34]([O:35][C:36]1[CH:37]=[CH:38][C:39]([N:3]2[C:2](=[O:1])[C:7]([CH2:8][C:9]3[CH:10]=[CH:11][C:12]([C:15]4[CH:20]=[CH:19][CH:18]=[CH:17][C:16]=4[C:21]#[N:22])=[CH:13][CH:14]=3)=[C:6]([CH2:23][CH2:24][CH3:25])[N:5]3[N:26]=[CH:27][N:28]=[C:4]23)=[CH:40][CH:41]=1)([CH3:46])[CH3:45])(=[O:31])[CH3:30]. The yield is 0.800. (7) The reactants are [CH2:1]([CH:4]1[CH2:9][CH2:8][CH:7]([C:10]([OH:12])=[O:11])[CH2:6][CH2:5]1)[C:2]#[CH:3].[CH2:13](Cl)Cl.CO.[Si](C=[N+]=[N-])(C)(C)C. The catalyst is C(O)(=O)C. The product is [CH2:1]([CH:4]1[CH2:9][CH2:8][CH:7]([C:10]([O:12][CH3:13])=[O:11])[CH2:6][CH2:5]1)[C:2]#[CH:3]. The yield is 0.800. (8) The reactants are [NH2:1][OH:2].[CH3:3][N:4]1[CH:8]=[CH:7][C:6]([CH3:9])=[C:5]1[C:10]1[N:14]([C:15]2[CH:20]=[CH:19][C:18]([OH:21])=[CH:17][C:16]=2[F:22])[N:13]=[C:12]([CH3:23])[C:11]=1[C:24]#[N:25]. The catalyst is CO. The product is [CH3:3][N:4]1[CH:8]=[CH:7][C:6]([CH3:9])=[C:5]1[C:10]1[N:14]([C:15]2[CH:20]=[CH:19][C:18]([OH:21])=[CH:17][C:16]=2[F:22])[N:13]=[C:12]([CH3:23])[C:11]=1[C:24](=[N:1][OH:2])[NH2:25]. The yield is 0.390. (9) The reactants are [CH2:1]([NH2:3])[CH3:2].CCN(C(C)C)C(C)C.[C:13]([C:17]1[N:21]([CH2:22][CH:23]2[CH2:28][CH2:27][O:26][CH2:25][CH2:24]2)[C:20]2[CH:29]=[CH:30][C:31]([S:33]([N:36]3[CH:40]=[C:39]([C:41](O)=[O:42])[CH:38]=[N:37]3)(=[O:35])=[O:34])=[CH:32][C:19]=2[N:18]=1)([CH3:16])([CH3:15])[CH3:14].CN(C(ON1N=NC2C=CC=NC1=2)=[N+](C)C)C.F[P-](F)(F)(F)(F)F. The catalyst is CN(C=O)C. The product is [C:13]([C:17]1[N:21]([CH2:22][CH:23]2[CH2:28][CH2:27][O:26][CH2:25][CH2:24]2)[C:20]2[CH:29]=[CH:30][C:31]([S:33]([N:36]3[CH:40]=[C:39]([C:41]([NH:3][CH2:1][CH3:2])=[O:42])[CH:38]=[N:37]3)(=[O:35])=[O:34])=[CH:32][C:19]=2[N:18]=1)([CH3:14])([CH3:16])[CH3:15]. The yield is 0.480. (10) The reactants are [S:1]1[CH2:6][CH2:5][N:4]([C:7]2[CH:8]=[C:9]([CH2:13][NH:14][C:15](=[O:21])[O:16][C:17]([CH3:20])([CH3:19])[CH3:18])[CH:10]=[CH:11][CH:12]=2)[CH2:3][CH2:2]1.C1C=C(Cl)C=C(C(OO)=[O:30])C=1. The catalyst is C(Cl)Cl. The product is [O:30]=[S:1]1[CH2:6][CH2:5][N:4]([C:7]2[CH:8]=[C:9]([CH2:13][NH:14][C:15](=[O:21])[O:16][C:17]([CH3:18])([CH3:20])[CH3:19])[CH:10]=[CH:11][CH:12]=2)[CH2:3][CH2:2]1. The yield is 0.710.